The task is: Predict the reactants needed to synthesize the given product.. This data is from Full USPTO retrosynthesis dataset with 1.9M reactions from patents (1976-2016). (1) Given the product [O:3]1[C:7]2[CH:8]=[CH:9][C:10]([C:12]3([CH2:18][CH2:19][N:20]4[C@H:25]5[CH2:26][CH2:27][C@@H:21]4[CH2:22][CH:23]([N:28]4[C:32]6[CH:33]=[CH:34][CH:35]=[CH:36][C:31]=6[N:30]=[C:29]4[CH3:37])[CH2:24]5)[CH2:13][CH2:14][N:15]([C:45](=[O:49])[CH:46]([CH3:48])[CH3:47])[CH2:16][CH2:17]3)=[CH:11][C:6]=2[O:5][CH2:4]1, predict the reactants needed to synthesize it. The reactants are: Cl.Cl.[O:3]1[C:7]2[CH:8]=[CH:9][C:10]([C:12]3([CH2:18][CH2:19][N:20]4[CH:25]5[CH2:26][CH2:27][CH:21]4[CH2:22][CH:23]([N:28]4[C:32]6[CH:33]=[CH:34][CH:35]=[CH:36][C:31]=6[N:30]=[C:29]4[CH3:37])[CH2:24]5)[CH2:17][CH2:16][NH:15][CH2:14][CH2:13]3)=[CH:11][C:6]=2[O:5][CH2:4]1.C(N(CC)CC)C.[C:45](O)(=[O:49])[CH:46]([CH3:48])[CH3:47].F[P-](F)(F)(F)(F)F.N1(OC(N(C)C)=[N+](C)C)C2N=CC=CC=2N=N1. (2) Given the product [OH:30][CH2:29][CH2:28][O:27][C:17]1[C:16]([O:31][C:32]2[CH:37]=[CH:36][CH:35]=[CH:34][C:33]=2[O:38][CH3:39])=[C:15]([NH:14][S:11]([C:8]2[CH:7]=[CH:6][C:5]([C:1]([CH3:4])([CH3:2])[CH2:3][OH:42])=[CH:10][CH:9]=2)(=[O:12])=[O:13])[N:20]=[C:19]([C:21]2[N:22]=[CH:23][CH:24]=[CH:25][N:26]=2)[N:18]=1, predict the reactants needed to synthesize it. The reactants are: [C:1]([C:5]1[CH:10]=[CH:9][C:8]([S:11]([NH:14][C:15]2[N:20]=[C:19]([C:21]3[N:26]=[CH:25][CH:24]=[CH:23][N:22]=3)[N:18]=[C:17]([O:27][CH2:28][CH2:29][OH:30])[C:16]=2[O:31][C:32]2[CH:37]=[CH:36][CH:35]=[CH:34][C:33]=2[O:38][CH3:39])(=[O:13])=[O:12])=[CH:7][CH:6]=1)([CH3:4])([CH3:3])[CH3:2].CS(C)=[O:42]. (3) Given the product [NH2:41][C:38]1[CH:37]=[CH:36][C:35]2[NH:34][CH:33]=[C:32]3[C:44](=[O:45])[N:29]([C:26]4[CH:25]=[CH:24][C:23]([Cl:22])=[CH:28][CH:27]=4)[N:30]=[C:31]3[C:40]=2[CH:39]=1, predict the reactants needed to synthesize it. The reactants are: NC1C=CC2NC=C3C(=O)N(C4C=CC=CC=4)N=C3C=2C=1.[Cl:22][C:23]1[CH:28]=[CH:27][C:26]([N:29]2[C:44](=[O:45])[C:32]3=[CH:33][NH:34][C:35]4[CH:36]=[CH:37][C:38]([N+:41]([O-])=O)=[CH:39][C:40]=4[C:31]3=[N:30]2)=[CH:25][CH:24]=1. (4) Given the product [N:1]([CH2:4][CH2:5][CH2:6][NH:7][C:15]1[CH:16]=[CH:17][C:18]([C:21]2[N:26]3[C:27]4[CH:33]=[CH:32][CH:31]=[CH:30][C:28]=4[N:29]=[C:25]3[N:24]=[CH:23][CH:22]=2)=[CH:19][CH:20]=1)=[N+:2]=[N-:3], predict the reactants needed to synthesize it. The reactants are: [N:1]([CH2:4][CH2:5][CH2:6][N:7]([C:15]1[CH:20]=[CH:19][C:18]([C:21]2[N:26]3[C:27]4[CH:33]=[CH:32][CH:31]=[CH:30][C:28]=4[N:29]=[C:25]3[N:24]=[CH:23][CH:22]=2)=[CH:17][CH:16]=1)C(=O)OC(C)(C)C)=[N+:2]=[N-:3].C(O)(C(F)(F)F)=O. (5) Given the product [CH3:9][C:4]1[C:3]([CH2:2][C:10]#[N:11])=[CH:8][CH:7]=[CH:6][N:5]=1, predict the reactants needed to synthesize it. The reactants are: Cl[CH2:2][C:3]1[C:4]([CH3:9])=[N:5][CH:6]=[CH:7][CH:8]=1.[C-:10]#[N:11].[Na+].[Cl-].[NH4+].